From a dataset of Peptide-MHC class I binding affinity with 185,985 pairs from IEDB/IMGT. Regression. Given a peptide amino acid sequence and an MHC pseudo amino acid sequence, predict their binding affinity value. This is MHC class I binding data. (1) The peptide sequence is DMMFINSTCY. The MHC is HLA-A31:01 with pseudo-sequence HLA-A31:01. The binding affinity (normalized) is 0.364. (2) The MHC is HLA-A69:01 with pseudo-sequence HLA-A69:01. The binding affinity (normalized) is 0.0847. The peptide sequence is LANPTADDF. (3) The binding affinity (normalized) is 0.330. The peptide sequence is MNIVLIALS. The MHC is HLA-A02:01 with pseudo-sequence HLA-A02:01. (4) The peptide sequence is VQIPEKKCF. The MHC is HLA-A11:01 with pseudo-sequence HLA-A11:01. The binding affinity (normalized) is 0.0847. (5) The peptide sequence is ELRSKREQEV. The MHC is HLA-A02:03 with pseudo-sequence HLA-A02:03. The binding affinity (normalized) is 0.0479. (6) The peptide sequence is TTGAEKPKF. The MHC is HLA-A23:01 with pseudo-sequence HLA-A23:01. The binding affinity (normalized) is 0.